This data is from Reaction yield outcomes from USPTO patents with 853,638 reactions. The task is: Predict the reaction yield, written as a fraction of the theoretical maximum amount of product (1.0 means a 100% yield; for example, 0.34 means a 34% yield). (1) The reactants are C[O:2][C:3]1[CH:8]=[CH:7][C:6]([CH2:9][CH2:10][C:11]2[N:12]([CH2:27][CH2:28][CH3:29])[C:13](=[O:26])[N:14]([C:16]3[CH:21]=[CH:20][C:19]([C:22]([F:25])([F:24])[F:23])=[CH:18][CH:17]=3)[N:15]=2)=[CH:5][CH:4]=1.B(Br)(Br)Br. The catalyst is C(Cl)Cl. The product is [OH:2][C:3]1[CH:8]=[CH:7][C:6]([CH2:9][CH2:10][C:11]2[N:12]([CH2:27][CH2:28][CH3:29])[C:13](=[O:26])[N:14]([C:16]3[CH:21]=[CH:20][C:19]([C:22]([F:25])([F:24])[F:23])=[CH:18][CH:17]=3)[N:15]=2)=[CH:5][CH:4]=1. The yield is 0.925. (2) The reactants are Br[C:2]1[CH:11]=[C:10]2[C:5]([N:6]=[CH:7][CH:8]=[N:9]2)=[C:4]([C:12]([NH:14][CH2:15][C:16]([O:18][CH2:19][CH3:20])=[O:17])=[O:13])[C:3]=1[OH:21].[S:22]1[CH:26]=[CH:25][C:24](B(O)O)=[CH:23]1.C(=O)([O-])[O-].[K+].[K+]. The catalyst is O1CCOCC1.O.C1C=CC([P]([Pd]([P](C2C=CC=CC=2)(C2C=CC=CC=2)C2C=CC=CC=2)([P](C2C=CC=CC=2)(C2C=CC=CC=2)C2C=CC=CC=2)[P](C2C=CC=CC=2)(C2C=CC=CC=2)C2C=CC=CC=2)(C2C=CC=CC=2)C2C=CC=CC=2)=CC=1. The product is [OH:21][C:3]1[C:4]([C:12]([NH:14][CH2:15][C:16]([O:18][CH2:19][CH3:20])=[O:17])=[O:13])=[C:5]2[C:10](=[CH:11][C:2]=1[C:24]1[CH:25]=[CH:26][S:22][CH:23]=1)[N:9]=[CH:8][CH:7]=[N:6]2. The yield is 0.432. (3) The reactants are Br[CH2:2][C:3]([C:5]1[CH:10]=[CH:9][C:8]([O:11][CH2:12][CH2:13][CH2:14][CH2:15][CH2:16][CH2:17][CH3:18])=[CH:7][CH:6]=1)=[O:4].[Br:19][C:20]1[CH:28]=[CH:27][C:23]([C:24]([OH:26])=[O:25])=[CH:22][CH:21]=1.C(O)(=O)CC(CC(O)=O)(C(O)=O)O.CC(=O)OCC. The catalyst is C(#N)C. The product is [Br:19][C:20]1[CH:28]=[CH:27][C:23]([C:24]([O:26][CH2:2][C:3]([C:5]2[CH:10]=[CH:9][C:8]([O:11][CH2:12][CH2:13][CH2:14][CH2:15][CH2:16][CH2:17][CH3:18])=[CH:7][CH:6]=2)=[O:4])=[O:25])=[CH:22][CH:21]=1. The yield is 0.570. (4) The reactants are [CH:1]([C:3]1[C:11]2[O:10][CH2:9][CH:8]([C:12]3[CH:17]=[CH:16][C:15]([CH:18]([CH3:20])[CH3:19])=[CH:14][CH:13]=3)[C:7]=2[C:6]([CH3:21])=[C:5]([NH:22][C:23](=[O:29])[CH2:24][C:25]([CH3:28])([CH3:27])[CH3:26])[C:4]=1[CH3:30])=O.[CH3:31][NH:32][CH3:33]. No catalyst specified. The product is [CH3:31][N:32]([CH2:1][C:3]1[C:11]2[O:10][CH2:9][CH:8]([C:12]3[CH:17]=[CH:16][C:15]([CH:18]([CH3:19])[CH3:20])=[CH:14][CH:13]=3)[C:7]=2[C:6]([CH3:21])=[C:5]([NH:22][C:23](=[O:29])[CH2:24][C:25]([CH3:28])([CH3:26])[CH3:27])[C:4]=1[CH3:30])[CH3:33]. The yield is 0.370.